This data is from Forward reaction prediction with 1.9M reactions from USPTO patents (1976-2016). The task is: Predict the product of the given reaction. (1) Given the reactants [CH2:1]([O:5][CH2:6][CH2:7][O:8][C:9]1[CH:14]=[CH:13][C:12]([C:15]2[CH:32]=[N:31][C:18]3[N:19]([CH2:27][CH:28]([CH3:30])[CH3:29])[CH2:20][CH2:21][C:22]([C:24](O)=[O:25])=[CH:23][C:17]=3[CH:16]=2)=[CH:11][CH:10]=1)[CH2:2][CH2:3][CH3:4].CN(C=O)C.C(Cl)(=O)C(Cl)=O.[CH3:44][N:45]([CH2:52][C:53]1[CH:59]=[CH:58][C:56]([NH2:57])=[CH:55][CH:54]=1)[CH:46]1[CH2:51][CH2:50][O:49][CH2:48][CH2:47]1, predict the reaction product. The product is: [CH2:1]([O:5][CH2:6][CH2:7][O:8][C:9]1[CH:10]=[CH:11][C:12]([C:15]2[CH:32]=[N:31][C:18]3[N:19]([CH2:27][CH:28]([CH3:29])[CH3:30])[CH2:20][CH2:21][C:22]([C:24]([NH:57][C:56]4[CH:58]=[CH:59][C:53]([CH2:52][N:45]([CH3:44])[CH:46]5[CH2:51][CH2:50][O:49][CH2:48][CH2:47]5)=[CH:54][CH:55]=4)=[O:25])=[CH:23][C:17]=3[CH:16]=2)=[CH:13][CH:14]=1)[CH2:2][CH2:3][CH3:4]. (2) Given the reactants [O:1]1[C:5]2[CH:6]=[CH:7][C:8]([CH2:10][CH2:11][C:12]([N:14]3[CH2:19][CH:18]4[CH:16]([C:17]4([C:21]4[CH:22]=[C:23]([NH:27][S:28]([CH3:31])(=[O:30])=[O:29])[CH:24]=[CH:25][CH:26]=4)[CH3:20])[CH2:15]3)=O)=[CH:9][C:4]=2[O:3][CH2:2]1.[H-].[Al+3].[Li+].[H-].[H-].[H-].O.C(=O)([O-])O.[Na+], predict the reaction product. The product is: [O:1]1[C:5]2[CH:6]=[CH:7][C:8]([CH2:10][CH2:11][CH2:12][N:14]3[CH2:19][CH:18]4[CH:16]([C:17]4([C:21]4[CH:22]=[C:23]([NH:27][S:28]([CH3:31])(=[O:30])=[O:29])[CH:24]=[CH:25][CH:26]=4)[CH3:20])[CH2:15]3)=[CH:9][C:4]=2[O:3][CH2:2]1. (3) Given the reactants ClC1C=CC(OC)=CC=1C1C=C(C)C2[N:14]=C(N)N=NC=2C=1.Br[C:23]1[CH:24]=[C:25]([CH:34]=[CH:35][CH:36]=1)[O:26][CH2:27][CH2:28][N:29]1[CH2:33][CH2:32][CH2:31][CH2:30]1.C(=O)([O-])[O-].[Cs+].[Cs+].C1(P(C2C=CC=CC=2)C2C3OC4C(=CC=CC=4P(C4C=CC=CC=4)C4C=CC=CC=4)C(C)(C)C=3C=CC=2)C=CC=CC=1, predict the reaction product. The product is: [N:29]1([CH2:28][CH2:27][O:26][C:25]2[CH:24]=[C:23]([NH2:14])[CH:36]=[CH:35][CH:34]=2)[CH2:33][CH2:32][CH2:31][CH2:30]1. (4) Given the reactants [F:1][C:2]1[CH:3]=[CH:4][C:5]([NH:8][C:9]2[C:17]3[O:16][CH2:15][C@@H:14]([N:18]([C:33](=[O:38])[C:34]([F:37])([F:36])[F:35])[C:19]4[CH:32]=[CH:31][C:22]5[C@H:23]([CH2:26][C:27]([O:29][CH3:30])=[O:28])[CH2:24][O:25][C:21]=5[CH:20]=4)[C:13]=3[CH:12]=[CH:11][CH:10]=2)=[N:6][CH:7]=1.[CH2:39](I)[CH2:40][CH3:41].[H-].[Na+].O, predict the reaction product. The product is: [F:1][C:2]1[CH:3]=[CH:4][C:5]([N:8]([CH2:39][CH2:40][CH3:41])[C:9]2[C:17]3[O:16][CH2:15][C@@H:14]([N:18]([C:33](=[O:38])[C:34]([F:35])([F:37])[F:36])[C:19]4[CH:32]=[CH:31][C:22]5[C@H:23]([CH2:26][C:27]([O:29][CH3:30])=[O:28])[CH2:24][O:25][C:21]=5[CH:20]=4)[C:13]=3[CH:12]=[CH:11][CH:10]=2)=[N:6][CH:7]=1. (5) Given the reactants [Br:1][C:2]1[C:3]([CH3:10])=[C:4]([Cl:9])[C:5]([OH:8])=[N:6][CH:7]=1.[CH3:11][N:12]1[CH2:17][CH2:16][N:15]([CH2:18][CH2:19]O)[CH2:14][CH2:13]1.C1C=CC(P(C2C=CC=CC=2)C2C=CC=CC=2)=CC=1.N(C(OC(C)(C)C)=O)=NC(OC(C)(C)C)=O, predict the reaction product. The product is: [Br:1][C:2]1[C:3]([CH3:10])=[C:4]([Cl:9])[C:5]([O:8][CH2:19][CH2:18][N:15]2[CH2:16][CH2:17][N:12]([CH3:11])[CH2:13][CH2:14]2)=[N:6][CH:7]=1. (6) Given the reactants [F:1][C:2]([F:24])([F:23])[S:3]([C:6]1[CH:11]=[CH:10][C:9]([NH:12][C:13]2[C:14]3[CH2:22][NH:21][CH2:20][CH2:19][C:15]=3[N:16]=[CH:17][N:18]=2)=[CH:8][CH:7]=1)(=[O:5])=[O:4].Cl[C:26]1[C:31]([Cl:32])=[CH:30][CH:29]=[CH:28][N:27]=1.C(N(CC)C(C)C)(C)C, predict the reaction product. The product is: [Cl:32][C:31]1[C:26]([N:21]2[CH2:20][CH2:19][C:15]3[N:16]=[CH:17][N:18]=[C:13]([NH:12][C:9]4[CH:10]=[CH:11][C:6]([S:3]([C:2]([F:1])([F:23])[F:24])(=[O:4])=[O:5])=[CH:7][CH:8]=4)[C:14]=3[CH2:22]2)=[N:27][CH:28]=[CH:29][CH:30]=1. (7) Given the reactants [NH2:1][C:2]1([C:5]([OH:7])=[O:6])[CH2:4][CH2:3]1.[CH3:8][O:9][C:10]1[C:11]([CH3:19])=[C:12]([CH:16]=[CH:17][CH:18]=1)[C:13](Cl)=O, predict the reaction product. The product is: [CH3:8][O:9][C:10]1[C:11]([CH3:19])=[C:12]([C:13]2[O:6][C:5](=[O:7])[C:2]3([CH2:4][CH2:3]3)[N:1]=2)[CH:16]=[CH:17][CH:18]=1. (8) The product is: [Cl:22][C:23]1[CH:24]=[C:25]([N:31]2[C:35]([CH3:36])=[C:34]([C:37]([NH:1][CH2:2][C:3]3[CH:4]=[CH:5][C:6]([C:7]([O:9][CH3:10])=[O:8])=[CH:11][CH:12]=3)=[O:38])[C:33]([CH3:40])=[N:32]2)[CH:26]=[CH:27][C:28]=1[C:29]#[N:30]. Given the reactants [NH2:1][CH2:2][C:3]1[CH:12]=[CH:11][C:6]([C:7]([O:9][CH3:10])=[O:8])=[CH:5][CH:4]=1.C(N(CC)C(C)C)(C)C.[Cl:22][C:23]1[CH:24]=[C:25]([N:31]2[C:35]([CH3:36])=[C:34]([C:37](Cl)=[O:38])[C:33]([CH3:40])=[N:32]2)[CH:26]=[CH:27][C:28]=1[C:29]#[N:30].Cl, predict the reaction product. (9) Given the reactants C(Cl)(=O)C.[NH2:5][CH:6]([CH2:9][OH:10])[CH2:7][OH:8].[CH2:11]([O:18][CH2:19][N:20]1[C:28]2[C:27]([O:29][CH3:30])=[N:26][CH:25]=[N:24][C:23]=2[C:22]([CH:31]=O)=[CH:21]1)[C:12]1[CH:17]=[CH:16][CH:15]=[CH:14][CH:13]=1.C([BH3-])#N.[Na+], predict the reaction product. The product is: [CH2:11]([O:18][CH2:19][N:20]1[C:28]2[C:27]([O:29][CH3:30])=[N:26][CH:25]=[N:24][C:23]=2[C:22]([CH2:31][NH:5][CH:6]([CH2:9][OH:10])[CH2:7][OH:8])=[CH:21]1)[C:12]1[CH:17]=[CH:16][CH:15]=[CH:14][CH:13]=1.